This data is from Full USPTO retrosynthesis dataset with 1.9M reactions from patents (1976-2016). The task is: Predict the reactants needed to synthesize the given product. Given the product [C:1]([O:5][C:6]([N:8]1[C:36]2[C:31](=[CH:32][CH:33]=[C:34]([Cl:37])[CH:35]=2)[C:10]2([CH:15]([C:16]3[CH:21]=[CH:20][CH:19]=[C:18]([Cl:22])[CH:17]=3)[CH2:14][C:13](=[O:23])[N:12]([CH3:42])[CH:11]2[C:24]2[CH:29]=[CH:28][CH:27]=[CH:26][C:25]=2[CH3:30])[C:9]1=[O:38])=[O:7])([CH3:4])([CH3:2])[CH3:3], predict the reactants needed to synthesize it. The reactants are: [C:1]([O:5][C:6]([N:8]1[C:36]2[C:31](=[CH:32][CH:33]=[C:34]([Cl:37])[CH:35]=2)[C:10]2([CH:15]([C:16]3[CH:21]=[CH:20][CH:19]=[C:18]([Cl:22])[CH:17]=3)[CH2:14][C:13](=[O:23])[NH:12][CH:11]2[C:24]2[CH:29]=[CH:28][CH:27]=[CH:26][C:25]=2[CH3:30])[C:9]1=[O:38])=[O:7])([CH3:4])([CH3:3])[CH3:2].[H-].[Li+].I[CH3:42].